Task: Predict the reactants needed to synthesize the given product.. Dataset: Full USPTO retrosynthesis dataset with 1.9M reactions from patents (1976-2016) Given the product [CH:21]([C:18]1[CH:19]=[CH:20][C:15]([CH:12]2[C:11]3[C:24]([CH3:25])=[C:7]([NH:6][C:4](=[O:5])[CH2:3][C:2]([CH3:31])([CH3:30])[CH3:1])[C:8]([CH3:29])=[C:9]([C:33]4[S:34][CH:35]=[C:36]([CH3:38])[N:37]=4)[C:10]=3[O:14][CH2:13]2)=[CH:16][CH:17]=1)([CH3:23])[CH3:22], predict the reactants needed to synthesize it. The reactants are: [CH3:1][C:2]([CH3:31])([CH3:30])[CH2:3][C:4]([NH:6][C:7]1[C:8]([CH3:29])=[C:9](B(O)O)[C:10]2[O:14][CH2:13][CH:12]([C:15]3[CH:20]=[CH:19][C:18]([CH:21]([CH3:23])[CH3:22])=[CH:17][CH:16]=3)[C:11]=2[C:24]=1[CH3:25])=[O:5].Br[C:33]1[S:34][CH:35]=[C:36]([CH3:38])[N:37]=1.